From a dataset of Reaction yield outcomes from USPTO patents with 853,638 reactions. Predict the reaction yield, written as a fraction of the theoretical maximum amount of product (1.0 means a 100% yield; for example, 0.34 means a 34% yield). (1) The reactants are [Cl:1][C:2]1[CH:3]=[C:4]2[C:9](=[CH:10][CH:11]=1)[N:8]=[CH:7][CH:6]=[CH:5]2. The catalyst is O=[Pt]=O.CO. The product is [Cl:1][C:2]1[CH:3]=[C:4]2[C:9](=[CH:10][CH:11]=1)[NH:8][CH2:7][CH2:6][CH2:5]2. The yield is 0.620. (2) The reactants are [Cl:1][C:2]1[CH:3]=[CH:4][C:5]([O:38][CH3:39])=[C:6]([C:8]2[C:12]([NH:13][C:14]([C:16]3[CH:17]=[N:18][N:19]4[CH:24]=[CH:23][CH:22]=[N:21][C:20]=34)=[O:15])=[CH:11][N:10]([CH2:25][CH2:26][N:27]3C(=O)C4C(=CC=CC=4)C3=O)[N:9]=2)[CH:7]=1.NN. The catalyst is C(O)C. The product is [NH2:27][CH2:26][CH2:25][N:10]1[CH:11]=[C:12]([NH:13][C:14]([C:16]2[CH:17]=[N:18][N:19]3[CH:24]=[CH:23][CH:22]=[N:21][C:20]=23)=[O:15])[C:8]([C:6]2[CH:7]=[C:2]([Cl:1])[CH:3]=[CH:4][C:5]=2[O:38][CH3:39])=[N:9]1. The yield is 0.154. (3) The reactants are CN(C)/[CH:3]=[CH:4]/[C:5]([C:7]1[CH:17]=[CH:16][C:10]([C:11]([O:13][CH2:14][CH3:15])=[O:12])=[CH:9][CH:8]=1)=O.C(=O)([O-])[O-].[K+].[K+].[C:25]([NH:28][C:29]1[CH:37]=[CH:36][C:32]([C:33]([NH2:35])=[O:34])=[CH:31][CH:30]=1)(=[NH:27])[NH2:26]. The catalyst is CCOCC. The product is [C:33]([C:32]1[CH:36]=[CH:37][C:29]([NH:28][C:25]2[N:26]=[C:5]([C:7]3[CH:17]=[CH:16][C:10]([C:11]([O:13][CH2:14][CH3:15])=[O:12])=[CH:9][CH:8]=3)[CH:4]=[CH:3][N:27]=2)=[CH:30][CH:31]=1)(=[O:34])[NH2:35]. The yield is 0.460.